From a dataset of NCI-60 drug combinations with 297,098 pairs across 59 cell lines. Regression. Given two drug SMILES strings and cell line genomic features, predict the synergy score measuring deviation from expected non-interaction effect. Drug 1: CC1CCC2CC(C(=CC=CC=CC(CC(C(=O)C(C(C(=CC(C(=O)CC(OC(=O)C3CCCCN3C(=O)C(=O)C1(O2)O)C(C)CC4CCC(C(C4)OC)OCCO)C)C)O)OC)C)C)C)OC. Drug 2: CN(C(=O)NC(C=O)C(C(C(CO)O)O)O)N=O. Cell line: RXF 393. Synergy scores: CSS=-0.467, Synergy_ZIP=0.235, Synergy_Bliss=3.19, Synergy_Loewe=1.41, Synergy_HSA=1.43.